From a dataset of Full USPTO retrosynthesis dataset with 1.9M reactions from patents (1976-2016). Predict the reactants needed to synthesize the given product. (1) Given the product [CH3:23][O:24][C:25]1[CH:32]=[CH:31][C:28]([CH2:29][N:30]2[C:15]([C:16]3[CH:21]=[CH:20][CH:19]=[CH:18][CH:17]=3)=[CH:14][C:9]3[C:8](=[CH:13][CH:12]=[CH:11][CH:10]=3)[C:2]2=[O:5])=[CH:27][CH:26]=1, predict the reactants needed to synthesize it. The reactants are: C[C:2]([O-:5])(C)C.[Na+].Br[C:8]1[CH:13]=[CH:12][CH:11]=[CH:10][C:9]=1/[CH:14]=[C:15](\Br)/[C:16]1[CH:21]=[CH:20][CH:19]=[CH:18][CH:17]=1.[CH3:23][O:24][C:25]1[CH:32]=[CH:31][C:28]([CH2:29][NH2:30])=[CH:27][CH:26]=1. (2) Given the product [CH3:1][S:2]([O:6][CH2:7][C@@H:8]1[CH2:13][CH2:12][CH2:11][CH2:10][C@H:9]1[C:14]([O:16][CH3:17])=[O:15])(=[O:4])=[O:3], predict the reactants needed to synthesize it. The reactants are: [CH3:1][S:2](Cl)(=[O:4])=[O:3].[OH:6][CH2:7][CH:8]1[CH2:13][CH2:12][CH2:11][CH2:10][CH:9]1[C:14]([O:16][CH3:17])=[O:15].